From a dataset of Full USPTO retrosynthesis dataset with 1.9M reactions from patents (1976-2016). Predict the reactants needed to synthesize the given product. (1) Given the product [F:1][C:2]1[CH:3]=[C:4]([C:9]2[C:10]([O:18][CH2:19][C:20]([F:23])([F:22])[F:21])=[N:11][CH:12]=[C:13]([CH:17]=2)[C:14]([NH:32][CH2:31][C:29]2[O:28][N:27]=[C:26]([C:25]([F:34])([F:33])[F:24])[N:30]=2)=[O:15])[CH:5]=[CH:6][C:7]=1[F:8], predict the reactants needed to synthesize it. The reactants are: [F:1][C:2]1[CH:3]=[C:4]([C:9]2[C:10]([O:18][CH2:19][C:20]([F:23])([F:22])[F:21])=[N:11][CH:12]=[C:13]([CH:17]=2)[C:14](O)=[O:15])[CH:5]=[CH:6][C:7]=1[F:8].[F:24][C:25]([F:34])([F:33])[C:26]1[N:30]=[C:29]([CH2:31][NH2:32])[O:28][N:27]=1. (2) Given the product [N:17]1([CH2:22][CH2:23][CH2:24][NH:25][C:26]([C:28]2[C:32]([CH3:33])=[C:31]([CH:34]=[C:11]3[C:10]4[C:14](=[CH:15][C:7]([C:1]5[CH:2]=[CH:3][CH:4]=[CH:5][CH:6]=5)=[CH:8][CH:9]=4)[NH:13][C:12]3=[O:16])[NH:30][C:29]=2[CH3:36])=[O:27])[CH:21]=[CH:20][N:19]=[CH:18]1, predict the reactants needed to synthesize it. The reactants are: [C:1]1([C:7]2[CH:15]=[C:14]3[C:10]([CH2:11][C:12](=[O:16])[NH:13]3)=[CH:9][CH:8]=2)[CH:6]=[CH:5][CH:4]=[CH:3][CH:2]=1.[N:17]1([CH2:22][CH2:23][CH2:24][NH:25][C:26]([C:28]2[C:32]([CH3:33])=[C:31]([CH:34]=O)[NH:30][C:29]=2[CH3:36])=[O:27])[CH:21]=[CH:20][N:19]=[CH:18]1. (3) Given the product [CH2:16]([O:18][C:19]([C:21]1([NH:31][C:8](=[O:10])[C:7]2[CH:11]=[CH:12][CH:13]=[C:14]([CH3:15])[C:6]=2[O:5][CH:1]2[CH2:2][CH2:3][CH2:4]2)[CH2:29][C:28]2[C:23](=[CH:24][CH:25]=[C:26]([Br:30])[CH:27]=2)[CH2:22]1)=[O:20])[CH3:17], predict the reactants needed to synthesize it. The reactants are: [CH:1]1([O:5][C:6]2[C:14]([CH3:15])=[CH:13][CH:12]=[CH:11][C:7]=2[C:8]([OH:10])=O)[CH2:4][CH2:3][CH2:2]1.[CH2:16]([O:18][C:19]([C:21]1([NH2:31])[CH2:29][C:28]2[C:23](=[CH:24][CH:25]=[C:26]([Br:30])[CH:27]=2)[CH2:22]1)=[O:20])[CH3:17].CN(C(ON1N=NC2C=CC=NC1=2)=[N+](C)C)C.F[P-](F)(F)(F)(F)F.CCN(C(C)C)C(C)C. (4) The reactants are: [CH:1]([C:4]1[C:5]([O:33][CH2:34][O:35][CH3:36])=[CH:6][C:7]([O:29][CH2:30][O:31][CH3:32])=[C:8]([C:10]2[N:11]([C:16]3[CH:21]=[CH:20][C:19]([CH2:22][N:23]4[CH2:28][CH2:27][O:26][CH2:25][CH2:24]4)=[CH:18][CH:17]=3)[C:12](=[S:15])[NH:13][N:14]=2)[CH:9]=1)([CH3:3])[CH3:2].[C:37](=O)([O-])[O-].[K+].[K+].CI. Given the product [CH:1]([C:4]1[C:5]([O:33][CH2:34][O:35][CH3:36])=[CH:6][C:7]([O:29][CH2:30][O:31][CH3:32])=[C:8]([C:10]2[N:11]([C:16]3[CH:17]=[CH:18][C:19]([CH2:22][N:23]4[CH2:28][CH2:27][O:26][CH2:25][CH2:24]4)=[CH:20][CH:21]=3)[C:12]([S:15][CH3:37])=[N:13][N:14]=2)[CH:9]=1)([CH3:3])[CH3:2], predict the reactants needed to synthesize it. (5) Given the product [N:1]1[C:10]2[C:5](=[C:6]([NH:11][CH2:12][C:13]([C:28]([F:31])([F:29])[F:30])([OH:27])[CH2:14][C:15]3([C:18]4[CH:23]=[C:22]([F:24])[CH:21]=[CH:20][C:19]=4[OH:25])[CH2:17][CH2:16]3)[CH:7]=[CH:8][CH:9]=2)[CH:4]=[CH:3][CH:2]=1, predict the reactants needed to synthesize it. The reactants are: [N:1]1[C:10]2[C:5](=[C:6]([NH:11][CH2:12][C:13]([C:28]([F:31])([F:30])[F:29])([OH:27])[CH2:14][C:15]3([C:18]4[CH:23]=[C:22]([F:24])[CH:21]=[CH:20][C:19]=4[O:25]C)[CH2:17][CH2:16]3)[CH:7]=[CH:8][CH:9]=2)[CH:4]=[CH:3][CH:2]=1.B(Br)(Br)Br.